From a dataset of Catalyst prediction with 721,799 reactions and 888 catalyst types from USPTO. Predict which catalyst facilitates the given reaction. (1) Reactant: O[CH2:2][C@H:3]1[O:8][CH2:7][CH2:6][N:5]([C:9]([O:11][C:12]([CH3:15])([CH3:14])[CH3:13])=[O:10])[CH2:4]1.C(Br)(Br)(Br)[Br:17].C1(P(C2C=CC=CC=2)C2C=CC=CC=2)C=CC=CC=1. Product: [Br:17][CH2:2][C@H:3]1[O:8][CH2:7][CH2:6][N:5]([C:9]([O:11][C:12]([CH3:15])([CH3:14])[CH3:13])=[O:10])[CH2:4]1. The catalyst class is: 2. (2) Reactant: [CH3:1][C:2]1([CH3:16])[O:6][C@@H:5]([CH2:7][N:8]2[CH:12]=[CH:11][C:10]([N+:13]([O-])=O)=[N:9]2)[CH2:4][O:3]1.[H][H]. Product: [CH3:1][C:2]1([CH3:16])[O:6][C@@H:5]([CH2:7][N:8]2[CH:12]=[CH:11][C:10]([NH2:13])=[N:9]2)[CH2:4][O:3]1. The catalyst class is: 63. (3) Reactant: [O:1]1[C:5]2([CH2:10][C:9](=O)[CH2:8][CH2:7][CH2:6]2)[O:4][CH2:3][CH2:2]1.[CH2:12]([SH:19])[C:13]1[CH:18]=[CH:17][CH:16]=[CH:15][CH:14]=1.[N+:20]([CH3:23])([O-:22])=[O:21].C(N)CN. Product: [CH2:12]([S:19][C:8]1([CH2:23][N+:20]([O-:22])=[O:21])[CH2:9][CH2:10][C:5]2([O:4][CH2:3][CH2:2][O:1]2)[CH2:6][CH2:7]1)[C:13]1[CH:18]=[CH:17][CH:16]=[CH:15][CH:14]=1. The catalyst class is: 10. (4) Reactant: [BH4-].[Na+].C(O)(=O)C(C(C(O)=O)O)O.[O:13]1[CH2:17][CH2:16][O:15][CH:14]1[C:18]1[S:19][C:20]([C:23](=[O:29])[C:24]([O:26][CH2:27][CH3:28])=[O:25])=[CH:21][N:22]=1. Product: [O:15]1[CH2:16][CH2:17][O:13][CH:14]1[C:18]1[S:19][C:20]([CH:23]([OH:29])[C:24]([O:26][CH2:27][CH3:28])=[O:25])=[CH:21][N:22]=1. The catalyst class is: 7.